Task: Regression. Given two drug SMILES strings and cell line genomic features, predict the synergy score measuring deviation from expected non-interaction effect.. Dataset: NCI-60 drug combinations with 297,098 pairs across 59 cell lines (1) Drug 1: CC1CCC2CC(C(=CC=CC=CC(CC(C(=O)C(C(C(=CC(C(=O)CC(OC(=O)C3CCCCN3C(=O)C(=O)C1(O2)O)C(C)CC4CCC(C(C4)OC)O)C)C)O)OC)C)C)C)OC. Drug 2: CCN(CC)CCNC(=O)C1=C(NC(=C1C)C=C2C3=C(C=CC(=C3)F)NC2=O)C. Cell line: UACC62. Synergy scores: CSS=7.76, Synergy_ZIP=-3.73, Synergy_Bliss=-2.83, Synergy_Loewe=-1.41, Synergy_HSA=-1.22. (2) Drug 1: C1=CC(=CC=C1CC(C(=O)O)N)N(CCCl)CCCl.Cl. Drug 2: C1CC(C1)(C(=O)O)C(=O)O.[NH2-].[NH2-].[Pt+2]. Cell line: COLO 205. Synergy scores: CSS=39.1, Synergy_ZIP=-3.17, Synergy_Bliss=5.97, Synergy_Loewe=-6.29, Synergy_HSA=3.58. (3) Drug 1: C1=CN(C(=O)N=C1N)C2C(C(C(O2)CO)O)O.Cl. Drug 2: B(C(CC(C)C)NC(=O)C(CC1=CC=CC=C1)NC(=O)C2=NC=CN=C2)(O)O. Cell line: LOX IMVI. Synergy scores: CSS=42.7, Synergy_ZIP=-4.02, Synergy_Bliss=-5.33, Synergy_Loewe=-13.3, Synergy_HSA=-3.45.